From a dataset of Forward reaction prediction with 1.9M reactions from USPTO patents (1976-2016). Predict the product of the given reaction. (1) Given the reactants [NH2:1][C:2]1[CH:6]=[C:5]([Br:7])[S:4][C:3]=1[C:8]([NH2:10])=[O:9].Cl[C:12]([C:14]12[N:20]([C:21]([O:23][CH2:24][C:25]3[CH:30]=[CH:29][CH:28]=[CH:27][CH:26]=3)=[O:22])[CH:17]([CH2:18][CH2:19]1)[CH2:16][CH2:15]2)=O.C(N(C(C)C)C(C)C)C.C(=O)([O-])O.[Na+], predict the reaction product. The product is: [Br:7][C:5]1[S:4][C:3]2[C:8](=[O:9])[NH:10][C:12]([C:14]34[N:20]([C:21]([O:23][CH2:24][C:25]5[CH:26]=[CH:27][CH:28]=[CH:29][CH:30]=5)=[O:22])[CH:17]([CH2:16][CH2:15]3)[CH2:18][CH2:19]4)=[N:1][C:2]=2[CH:6]=1. (2) Given the reactants Cl[C:2]1[N:7]=[CH:6][N:5]=[C:4]([CH2:8][NH:9][C:10](=[O:16])[O:11][C:12]([CH3:15])([CH3:14])[CH3:13])[CH:3]=1.[F:17][C:18]([F:30])([F:29])[O:19][C:20]1[CH:25]=[CH:24][C:23](B(O)O)=[CH:22][CH:21]=1.C(=O)([O-])[O-].[Na+].[Na+].C([O-])(=O)C.[K+], predict the reaction product. The product is: [F:17][C:18]([F:29])([F:30])[O:19][C:20]1[CH:25]=[CH:24][C:23]([C:2]2[N:7]=[CH:6][N:5]=[C:4]([CH2:8][NH:9][C:10](=[O:16])[O:11][C:12]([CH3:15])([CH3:14])[CH3:13])[CH:3]=2)=[CH:22][CH:21]=1. (3) The product is: [F:23][C:18]1[CH:17]=[C:16]([S:13]([NH:12][C:8]2[CH:7]=[CH:6][CH:5]=[C:4]3[C:9]=2[CH:10]=[CH:11][C:2]([NH:34][C:33]2[C:27]4[O:26][C:25]([CH3:24])=[CH:29][C:28]=4[CH:30]=[CH:31][CH:32]=2)=[N:3]3)(=[O:15])=[O:14])[CH:21]=[C:20]([F:22])[CH:19]=1. Given the reactants Cl[C:2]1[CH:11]=[CH:10][C:9]2[C:4](=[CH:5][CH:6]=[CH:7][C:8]=2[NH:12][S:13]([C:16]2[CH:21]=[C:20]([F:22])[CH:19]=[C:18]([F:23])[CH:17]=2)(=[O:15])=[O:14])[N:3]=1.[CH3:24][C:25]1[O:26][C:27]2[C:33]([NH2:34])=[CH:32][CH:31]=[CH:30][C:28]=2[CH:29]=1, predict the reaction product. (4) The product is: [O:7]1[C:8]2[CH:13]=[CH:12][CH:11]=[CH:10][C:9]=2[C:5]([CH2:4][CH:2]([OH:1])[CH2:3][N:14]2[CH2:15][CH2:16][CH:17]([NH:20][C:21](=[O:27])[O:22][C:23]([CH3:25])([CH3:24])[CH3:26])[CH2:18][CH2:19]2)=[CH:6]1. Given the reactants [O:1]1[CH2:3][CH:2]1[CH2:4][C:5]1[C:9]2[CH:10]=[CH:11][CH:12]=[CH:13][C:8]=2[O:7][CH:6]=1.[NH:14]1[CH2:19][CH2:18][CH:17]([NH:20][C:21](=[O:27])[O:22][C:23]([CH3:26])([CH3:25])[CH3:24])[CH2:16][CH2:15]1, predict the reaction product. (5) Given the reactants [CH3:1][CH2:2][CH2:3][C:4]1[NH:12][C:11]2[C:6](=[C:7]([CH3:23])[CH:8]=[C:9]([C:13]3[N:21]([CH3:22])[C:20]4[C:15](=[CH:16][CH:17]=[CH:18][CH:19]=4)[N:14]=3)[CH:10]=2)[N:5]=1.[CH3:24]S(C)=O.[OH-].[K+].C[O:31][C:32]([C:34]1[C:35]([C:42]2[CH:47]=[CH:46][CH:45]=[CH:44][CH:43]=2)=[CH:36][CH:37]=[C:38](CBr)[CH:39]=1)=[O:33], predict the reaction product. The product is: [CH2:3]([C:4]1[N:12]([CH2:24][C:45]2[CH:44]=[CH:43][C:42]([C:35]3[C:34]([C:32]([OH:31])=[O:33])=[CH:39][CH:38]=[CH:37][CH:36]=3)=[CH:47][CH:46]=2)[C:11]2[CH:10]=[C:9]([C:13]3[N:21]([CH3:22])[C:20]4[CH:19]=[CH:18][CH:17]=[CH:16][C:15]=4[N:14]=3)[CH:8]=[C:7]([CH3:23])[C:6]=2[N:5]=1)[CH2:2][CH3:1]. (6) Given the reactants [Br:1][C:2]1[CH:3]=[C:4]([C:8]([C:10]2[C:11](Cl)=[N:12][CH:13]=[N:14][CH:15]=2)=[O:9])[S:5][C:6]=1[Cl:7].[NH2:17][C@@H:18]1[CH2:22][C@H:21]([CH2:23][OH:24])[C@@H:20]([O:25][Si:26]([CH:33]([CH3:35])[CH3:34])([CH:30]([CH3:32])[CH3:31])[CH:27]([CH3:29])[CH3:28])[CH2:19]1.C([O-])([O-])=O.[K+].[K+], predict the reaction product. The product is: [Br:1][C:2]1[CH:3]=[C:4]([C:8]([C:10]2[C:11]([NH:17][C@H:18]3[CH2:19][C@H:20]([O:25][Si:26]([CH:30]([CH3:32])[CH3:31])([CH:33]([CH3:34])[CH3:35])[CH:27]([CH3:28])[CH3:29])[C@@H:21]([CH2:23][OH:24])[CH2:22]3)=[N:12][CH:13]=[N:14][CH:15]=2)=[O:9])[S:5][C:6]=1[Cl:7]. (7) Given the reactants [F:1][C:2]1[C:7]([NH2:8])=[CH:6][CH:5]=[C:4]([F:9])[C:3]=1[NH:10][C:11]1[C:16]([C:17]2[N:25]=[CH:24][N:23]=[C:22]3[C:18]=2[N:19]=[CH:20][N:21]3[CH:26]2[CH2:31][CH2:30][CH2:29][CH2:28][O:27]2)=[CH:15][CH:14]=[CH:13][N:12]=1.[CH2:32]([S:35](Cl)(=[O:37])=[O:36])[CH2:33][CH3:34].N1C=CC=CC=1, predict the reaction product. The product is: [F:1][C:2]1[C:3]([NH:10][C:11]2[C:16]([C:17]3[N:25]=[CH:24][N:23]=[C:22]4[C:18]=3[N:19]=[CH:20][N:21]4[CH:26]3[CH2:31][CH2:30][CH2:29][CH2:28][O:27]3)=[CH:15][CH:14]=[CH:13][N:12]=2)=[C:4]([F:9])[CH:5]=[CH:6][C:7]=1[NH:8][S:35]([CH2:32][CH2:33][CH3:34])(=[O:37])=[O:36].